Dataset: Forward reaction prediction with 1.9M reactions from USPTO patents (1976-2016). Task: Predict the product of the given reaction. (1) Given the reactants N1(N[C:8]([C:10]2[CH:40]=[CH:39][C:13]3[N:14]([CH:33]4[CH2:38][CH2:37][CH2:36][CH2:35][CH2:34]4)[C:15]([C:17]4[CH:18]=[C:19]5[C:24](=[CH:25][CH:26]=4)[N:23]=[C:22]([C:27]4[CH:32]=[CH:31][CH:30]=[CH:29][CH:28]=4)[CH:21]=[N:20]5)=[N:16][C:12]=3[CH:11]=2)=[O:9])CCOCC1.[NH2:41][CH2:42][CH2:43][S:44]([OH:47])(=[O:46])=[O:45], predict the reaction product. The product is: [CH:33]1([N:14]2[C:13]3[CH:39]=[CH:40][C:10]([C:8]([NH:41][CH2:42][CH2:43][S:44]([OH:47])(=[O:46])=[O:45])=[O:9])=[CH:11][C:12]=3[N:16]=[C:15]2[C:17]2[CH:18]=[C:19]3[C:24](=[CH:25][CH:26]=2)[N:23]=[C:22]([C:27]2[CH:28]=[CH:29][CH:30]=[CH:31][CH:32]=2)[CH:21]=[N:20]3)[CH2:38][CH2:37][CH2:36][CH2:35][CH2:34]1. (2) Given the reactants Br[C:2]1[CH:3]=[C:4]2[N:12]([CH2:13][O:14][CH2:15][CH2:16][Si:17]([CH3:20])([CH3:19])[CH3:18])[N:11]=[CH:10][C:5]2=[N:6][C:7]=1[CH:8]=[CH2:9].[C:21](=[O:28])([O:23][C:24]([CH3:27])([CH3:26])[CH3:25])[NH2:22].CC1(C)C2C(=C(P(C3C=CC=CC=3)C3C=CC=CC=3)C=CC=2)OC2C(P(C3C=CC=CC=3)C3C=CC=CC=3)=CC=CC1=2.C(=O)([O-])[O-].[Cs+].[Cs+], predict the reaction product. The product is: [CH:8]([C:7]1[N:6]=[C:5]2[CH:10]=[N:11][N:12]([CH2:13][O:14][CH2:15][CH2:16][Si:17]([CH3:20])([CH3:19])[CH3:18])[C:4]2=[CH:3][C:2]=1[NH:22][C:21](=[O:28])[O:23][C:24]([CH3:27])([CH3:26])[CH3:25])=[CH2:9].